The task is: Predict the product of the given reaction.. This data is from Forward reaction prediction with 1.9M reactions from USPTO patents (1976-2016). (1) Given the reactants C(OC([NH:8][C@@H:9]1[C@H:14]([NH:15][C:16]2[N:21]=[C:20]([C:22]3[S:26][N:25]=[C:24]([CH3:27])[CH:23]=3)[C:19]3[C:28](=[O:38])[N:29](C(OC(C)(C)C)=O)[CH2:30][C:18]=3[C:17]=2[F:39])[CH2:13][CH2:12][O:11][CH2:10]1)=O)(C)(C)C.[C:40]([OH:46])([C:42]([F:45])([F:44])[F:43])=[O:41], predict the reaction product. The product is: [C:40]([OH:46])([C:42]([F:45])([F:44])[F:43])=[O:41].[NH2:8][C@@H:9]1[C@H:14]([NH:15][C:16]2[N:21]=[C:20]([C:22]3[S:26][N:25]=[C:24]([CH3:27])[CH:23]=3)[C:19]3[C:28](=[O:38])[NH:29][CH2:30][C:18]=3[C:17]=2[F:39])[CH2:13][CH2:12][O:11][CH2:10]1. (2) Given the reactants N[C:2]1[CH:3]=[C:4]([CH:8]=[C:9]([N:11]2[CH2:15][CH2:14][CH2:13][C:12]2=[O:16])[CH:10]=1)[C:5]([OH:7])=[O:6].N([O-])=[O:18].[Na+], predict the reaction product. The product is: [OH:18][C:2]1[CH:3]=[C:4]([CH:8]=[C:9]([N:11]2[CH2:15][CH2:14][CH2:13][C:12]2=[O:16])[CH:10]=1)[C:5]([OH:7])=[O:6].